Dataset: Reaction yield outcomes from USPTO patents with 853,638 reactions. Task: Predict the reaction yield, written as a fraction of the theoretical maximum amount of product (1.0 means a 100% yield; for example, 0.34 means a 34% yield). (1) The reactants are [Br:1][C:2]1[CH:3]=[CH:4][C:5]([OH:10])=[C:6]([CH:9]=1)[CH:7]=O.[NH2:11][CH2:12][CH2:13][OH:14].[BH4-].[Na+].[C:17](O[C:17]([O:19][C:20]([CH3:23])([CH3:22])[CH3:21])=[O:18])([O:19][C:20]([CH3:23])([CH3:22])[CH3:21])=[O:18]. The catalyst is C1COCC1.CO. The product is [C:20]([O:19][C:17](=[O:18])[N:11]([CH2:7][C:6]1[CH:9]=[C:2]([Br:1])[CH:3]=[CH:4][C:5]=1[OH:10])[CH2:12][CH2:13][OH:14])([CH3:23])([CH3:22])[CH3:21]. The yield is 0.980. (2) The reactants are [CH3:1][O:2][C:3]1[CH:4]=[C:5]([CH:11]=[CH:12][C:13]=1[O:14][CH2:15][CH2:16][NH:17][CH2:18][CH:19]([NH:42][CH:43]1[CH2:45][CH2:44]1)[C:20](=[O:41])[CH2:21][C:22]1[CH:27]=[CH:26][C:25]([NH:28][C:29]([NH:31][C:32]2[CH:37]=[CH:36][CH:35]=[CH:34][C:33]=2[CH3:38])=[O:30])=[C:24]([O:39][CH3:40])[CH:23]=1)[C:6]([O:8]CC)=[O:7].[OH-].[Na+].Cl. The catalyst is C1COCC1.CO. The product is [CH3:1][O:2][C:3]1[CH:4]=[C:5]([CH:11]=[CH:12][C:13]=1[O:14][CH2:15][CH2:16][NH:17][CH2:18][CH:19]([NH:42][CH:43]1[CH2:44][CH2:45]1)[C:20](=[O:41])[CH2:21][C:22]1[CH:27]=[CH:26][C:25]([NH:28][C:29]([NH:31][C:32]2[CH:37]=[CH:36][CH:35]=[CH:34][C:33]=2[CH3:38])=[O:30])=[C:24]([O:39][CH3:40])[CH:23]=1)[C:6]([OH:8])=[O:7]. The yield is 0.380.